This data is from Forward reaction prediction with 1.9M reactions from USPTO patents (1976-2016). The task is: Predict the product of the given reaction. (1) The product is: [CH3:3][O:4][C:5]1[CH:6]=[CH:7][C:8]([CH2:12][C:13]2[CH:18]=[CH:17][CH:16]=[C:15]([O:19][CH3:20])[CH:14]=2)=[C:9]([CH:10]=1)[O:11][C:32]1[CH:33]=[CH:34][C:29]([OH:28])=[CH:30][CH:31]=1. Given the reactants [H-].[Na+].[CH3:3][O:4][C:5]1[CH:6]=[CH:7][C:8]([CH2:12][C:13]2[CH:18]=[CH:17][CH:16]=[C:15]([O:19][CH3:20])[CH:14]=2)=[C:9]([OH:11])[CH:10]=1.C([O:28][C:29]1[CH:34]=[CH:33][C:32](Br)=[CH:31][CH:30]=1)C1C=CC=CC=1.C(P(C(C)(C)C)C1C=CC=CC=1C1C=CC=CC=1)(C)(C)C, predict the reaction product. (2) Given the reactants [CH2:1]([N:8]1[CH2:13][CH2:12][N:11]([C:14]([C@@H:16]([NH:20][C:21](=[O:27])[O:22][C:23]([CH3:26])([CH3:25])[CH3:24])[CH2:17][CH:18]=C)=[O:15])[CH:10]([CH:28]=C)[CH2:9]1)[C:2]1[CH:7]=[CH:6][CH:5]=[CH:4][CH:3]=1, predict the reaction product. The product is: [CH2:1]([N:8]1[CH2:13][CH2:12][N:11]2[C:14](=[O:15])[C@@H:16]([NH:20][C:21](=[O:27])[O:22][C:23]([CH3:24])([CH3:26])[CH3:25])[CH2:17][CH:18]=[CH:28][CH:10]2[CH2:9]1)[C:2]1[CH:7]=[CH:6][CH:5]=[CH:4][CH:3]=1.